From a dataset of Catalyst prediction with 721,799 reactions and 888 catalyst types from USPTO. Predict which catalyst facilitates the given reaction. Reactant: [O:1]1[C:5]2[CH:6]=[CH:7][CH:8]=[C:9]([CH:10]=O)[C:4]=2[O:3][CH2:2]1.[C:12]([O:16][C:17]([N:19]1[CH2:24][CH2:23][NH:22][CH2:21][CH2:20]1)=[O:18])([CH3:15])([CH3:14])[CH3:13].C([BH3-])#N.[Na+]. Product: [O:1]1[C:5]2[CH:6]=[CH:7][CH:8]=[C:9]([CH2:10][N:22]3[CH2:21][CH2:20][N:19]([C:17]([O:16][C:12]([CH3:15])([CH3:14])[CH3:13])=[O:18])[CH2:24][CH2:23]3)[C:4]=2[O:3][CH2:2]1. The catalyst class is: 212.